This data is from Forward reaction prediction with 1.9M reactions from USPTO patents (1976-2016). The task is: Predict the product of the given reaction. (1) Given the reactants [Li+].[OH-].[CH3:3][S:4]([C:7]1[S:11][CH:10]=[C:9]([C:12]2[C:21]3[C:16](=[CH:17][C:18]([C:22]4[CH:27]=[CH:26][C:25]([C:28]([F:31])([F:30])[F:29])=[CH:24][CH:23]=4)=[CH:19][CH:20]=3)[CH:15]=[C:14]([C:32]([O:34]CC)=[O:33])[CH:13]=2)[CH:8]=1)(=[O:6])=[O:5], predict the reaction product. The product is: [CH3:3][S:4]([C:7]1[S:11][CH:10]=[C:9]([C:12]2[C:21]3[C:16](=[CH:17][C:18]([C:22]4[CH:23]=[CH:24][C:25]([C:28]([F:31])([F:30])[F:29])=[CH:26][CH:27]=4)=[CH:19][CH:20]=3)[CH:15]=[C:14]([C:32]([OH:34])=[O:33])[CH:13]=2)[CH:8]=1)(=[O:5])=[O:6]. (2) Given the reactants [F:1][C:2]1[CH:3]=[C:4]([C@H:8]2[CH2:12][C@H:11]([OH:13])[CH2:10][N:9]2[C:14]2[CH:19]=[CH:18][N:17]3[N:20]=[CH:21][C:22]([C:23](O)=[O:24])=[C:16]3[N:15]=2)[CH:5]=[CH:6][CH:7]=1.[CH:26]([NH2:29])([CH3:28])[CH3:27], predict the reaction product. The product is: [F:1][C:2]1[CH:3]=[C:4]([C@H:8]2[CH2:12][C@H:11]([OH:13])[CH2:10][N:9]2[C:14]2[CH:19]=[CH:18][N:17]3[N:20]=[CH:21][C:22]([C:23]([NH:29][CH:26]([CH3:28])[CH3:27])=[O:24])=[C:16]3[N:15]=2)[CH:5]=[CH:6][CH:7]=1. (3) Given the reactants [NH2:1][C:2]1[C:7]2[C:8]([C:11]3[CH:16]=[CH:15][C:14]([NH:17][C:18](=[O:24])[O:19]C(C)(C)C)=[C:13]([O:25][CH3:26])[CH:12]=3)=[CH:9][S:10][C:6]=2[C:5](/[CH:27]=[CH:28]/[CH2:29][N:30]([CH2:33][CH3:34])[CH2:31][CH3:32])=[CH:4][N:3]=1.[CH3:35][C:36]([CH3:38])=[O:37], predict the reaction product. The product is: [NH2:17][C:14]1[CH:15]=[CH:16][C:11]([C:8]2[C:7]3[C:2]([NH2:1])=[N:3][CH:4]=[C:5](/[CH:27]=[CH:28]/[CH2:29][N:30]([CH2:33][CH3:34])[CH2:31][CH3:32])[C:6]=3[S:10][CH:9]=2)=[CH:12][C:13]=1[O:25][CH3:26].[CH3:35][C:36]([CH2:38][C:18]([OH:24])=[O:19])=[O:37].